Regression. Given two drug SMILES strings and cell line genomic features, predict the synergy score measuring deviation from expected non-interaction effect. From a dataset of Merck oncology drug combination screen with 23,052 pairs across 39 cell lines. (1) Drug 1: O=P1(N(CCCl)CCCl)NCCCO1. Drug 2: CCc1cnn2c(NCc3ccc[n+]([O-])c3)cc(N3CCCCC3CCO)nc12. Cell line: MSTO. Synergy scores: synergy=20.8. (2) Drug 1: Nc1ccn(C2OC(CO)C(O)C2(F)F)c(=O)n1. Drug 2: CS(=O)(=O)CCNCc1ccc(-c2ccc3ncnc(Nc4ccc(OCc5cccc(F)c5)c(Cl)c4)c3c2)o1. Cell line: OV90. Synergy scores: synergy=5.01.